This data is from Reaction yield outcomes from USPTO patents with 853,638 reactions. The task is: Predict the reaction yield, written as a fraction of the theoretical maximum amount of product (1.0 means a 100% yield; for example, 0.34 means a 34% yield). (1) The reactants are [Cl:1][C:2]1[CH:7]=[C:6]([N+:8]([O-])=O)[CH:5]=[C:4]([Cl:11])[C:3]=1[C:12]1[N:16]2[CH:17]=[CH:18][CH:19]=[CH:20][C:15]2=[N:14][N:13]=1.C1COCC1.[NH4+].[Cl-]. The catalyst is [Zn].CCOC(C)=O. The product is [N:14]1[N:13]=[C:12]([C:3]2[C:2]([Cl:1])=[CH:7][C:6]([NH2:8])=[CH:5][C:4]=2[Cl:11])[N:16]2[CH:17]=[CH:18][CH:19]=[CH:20][C:15]=12. The yield is 0.270. (2) The reactants are [NH2:1][C:2]1[CH:7]=[CH:6][C:5]([C:8]2[CH:9]=[C:10]3[C:16]([CH2:17][C:18]4[CH:23]=[CH:22][CH:21]=[C:20]([Cl:24])[CH:19]=4)=[N:15][N:14]([CH2:25][O:26][C:27](=[O:32])[C:28]([CH3:31])([CH3:30])[CH3:29])[C:11]3=[N:12][CH:13]=2)=[CH:4][C:3]=1[C:33](=[O:37])[N:34]([CH3:36])[CH3:35].[N:38]1([C:44](Cl)=[O:45])[CH2:43][CH2:42][O:41][CH2:40][CH2:39]1.C(N(C(C)C)CC)(C)C. The catalyst is C(Cl)(Cl)Cl. The product is [Cl:24][C:20]1[CH:19]=[C:18]([CH:23]=[CH:22][CH:21]=1)[CH2:17][C:16]1[C:10]2[C:11](=[N:12][CH:13]=[C:8]([C:5]3[CH:6]=[CH:7][C:2]([NH:1][C:44]([N:38]4[CH2:43][CH2:42][O:41][CH2:40][CH2:39]4)=[O:45])=[C:3]([C:33](=[O:37])[N:34]([CH3:36])[CH3:35])[CH:4]=3)[CH:9]=2)[N:14]([CH2:25][O:26][C:27](=[O:32])[C:28]([CH3:29])([CH3:30])[CH3:31])[N:15]=1. The yield is 0.490. (3) The product is [C:25]1([CH2:24][NH:31][C:2]2[CH:7]=[CH:6][N:5]=[C:4]3[O:8][C:9]4([CH:15]5[CH2:16][CH2:17][N:12]([CH2:13][CH2:14]5)[CH2:11]4)[CH2:10][C:3]=23)[CH:30]=[CH:29][CH:28]=[CH:27][CH:26]=1. The yield is 0.340. The catalyst is O. The reactants are Cl[C:2]1[CH:7]=[CH:6][N:5]=[C:4]2[O:8][C:9]3([CH:15]4[CH2:16][CH2:17][N:12]([CH2:13][CH2:14]4)[CH2:11]3)[CH2:10][C:3]=12.C(=O)([O-])[O-].[Na+].[Na+].[CH2:24]([NH2:31])[C:25]1[CH:30]=[CH:29][CH:28]=[CH:27][CH:26]=1. (4) The reactants are [CH3:1][O:2][C:3](=[O:20])[C:4]1[C:9]([OH:10])=[C:8]([O:11][CH2:12][C:13]2[CH:18]=[CH:17][CH:16]=[CH:15][CH:14]=2)[C:7]([CH3:19])=[N:6][CH:5]=1.[C:21](OC(=O)C)(=[O:23])[CH3:22]. No catalyst specified. The product is [CH3:1][O:2][C:3](=[O:20])[C:4]1[C:9]([O:10][C:21](=[O:23])[CH3:22])=[C:8]([O:11][CH2:12][C:13]2[CH:18]=[CH:17][CH:16]=[CH:15][CH:14]=2)[C:7]([CH3:19])=[N:6][CH:5]=1. The yield is 0.900. (5) The reactants are [CH2:1]([O:8][C:9]1[N:10]=[CH:11][C:12]2[C:17]([CH:18]=1)=[CH:16][C:15](B1OC(C)(C)C(C)(C)O1)=[CH:14][CH:13]=2)[C:2]1[CH:7]=[CH:6][CH:5]=[CH:4][CH:3]=1.Cl[C:29]1[N:34]=[N:33][C:32]([N:35]([CH3:46])[CH:36]2[CH2:41][C:40]([CH3:43])([CH3:42])[NH:39][C:38]([CH3:45])([CH3:44])[CH2:37]2)=[CH:31][CH:30]=1. No catalyst specified. The product is [CH2:1]([O:8][C:9]1[N:10]=[CH:11][C:12]2[C:17]([CH:18]=1)=[CH:16][C:15]([C:29]1[N:34]=[N:33][C:32]([N:35]([CH3:46])[CH:36]3[CH2:41][C:40]([CH3:42])([CH3:43])[NH:39][C:38]([CH3:45])([CH3:44])[CH2:37]3)=[CH:31][CH:30]=1)=[CH:14][CH:13]=2)[C:2]1[CH:3]=[CH:4][CH:5]=[CH:6][CH:7]=1. The yield is 0.490. (6) The reactants are [NH2:1][C:2]1[N:7]=[C:6]([C:8]2[CH:13]=[CH:12][C:11]([OH:14])=[CH:10][C:9]=2[CH:15]2[CH2:18][CH2:17][CH2:16]2)[CH:5]=[CH:4][CH:3]=1.[CH2:19](Cl)[CH:20]=[CH2:21]. No catalyst specified. The product is [CH2:21]([O:14][C:11]1[CH:12]=[CH:13][C:8]([C:6]2[N:7]=[C:2]([NH2:1])[CH:3]=[CH:4][CH:5]=2)=[C:9]([CH:15]2[CH2:18][CH2:17][CH2:16]2)[CH:10]=1)[CH:20]=[CH2:19]. The yield is 0.927. (7) The reactants are Br[C:2]1[C:3]([O:36][CH3:37])=[N:4][C:5]([C:8]2[CH:13]=[CH:12][C:11]([CH2:14][C@H:15]([NH:23][C:24](=[O:35])[C:25]3[CH:30]=[CH:29][C:28]([C:31]([CH3:34])([CH3:33])[CH3:32])=[CH:27][CH:26]=3)[C:16]([O:18][C:19]([CH3:22])([CH3:21])[CH3:20])=[O:17])=[CH:10][CH:9]=2)=[N:6][CH:7]=1.[CH2:38]([O:45][C:46]1[CH:51]=[CH:50][C:49](B(O)O)=[CH:48][CH:47]=1)[CH2:39][CH2:40][CH2:41][CH2:42][CH2:43][CH3:44].C(=O)([O-])[O-].[Na+].[Na+].C(Cl)Cl. The catalyst is C(#N)C.C1COCC1.O.C([O-])(O)=O.[Na+].C1C=CC(P(C2C=CC=CC=2)[C-]2C=CC=C2)=CC=1.C1C=CC(P(C2C=CC=CC=2)[C-]2C=CC=C2)=CC=1.Cl[Pd]Cl.[Fe+2]. The product is [C:31]([C:28]1[CH:29]=[CH:30][C:25]([C:24]([NH:23][C@@H:15]([CH2:14][C:11]2[CH:12]=[CH:13][C:8]([C:5]3[N:4]=[C:3]([O:36][CH3:37])[C:2]([C:49]4[CH:50]=[CH:51][C:46]([O:45][CH2:38][CH2:39][CH2:40][CH2:41][CH2:42][CH2:43][CH3:44])=[CH:47][CH:48]=4)=[CH:7][N:6]=3)=[CH:9][CH:10]=2)[C:16]([O:18][C:19]([CH3:22])([CH3:21])[CH3:20])=[O:17])=[O:35])=[CH:26][CH:27]=1)([CH3:34])([CH3:33])[CH3:32]. The yield is 0.600.